Dataset: Forward reaction prediction with 1.9M reactions from USPTO patents (1976-2016). Task: Predict the product of the given reaction. (1) Given the reactants [CH2:1]([N:3]([C:10]1[CH:15]=[CH:14][CH:13]=[CH:12][CH:11]=1)[CH2:4][CH:5]([OH:9])[CH2:6][O:7][CH3:8])[CH3:2].C[N+]1([O-])CCOCC1, predict the reaction product. The product is: [CH2:1]([N:3]([C:10]1[CH:11]=[CH:12][CH:13]=[CH:14][CH:15]=1)[CH2:4][C:5](=[O:9])[CH2:6][O:7][CH3:8])[CH3:2]. (2) Given the reactants C[SiH](C)C1C=CC=CC=1.[CH3:10][N:11]([CH3:22])[C:12](=O)[C:13]1[CH:18]=[CH:17][C:16]([O:19][CH3:20])=[CH:15][CH:14]=1, predict the reaction product. The product is: [CH3:22][N:11]([CH2:12][C:13]1[CH:14]=[CH:15][C:16]([O:19][CH3:20])=[CH:17][CH:18]=1)[CH3:10]. (3) Given the reactants Br[C:2]1[C:3]([CH3:22])=[C:4]([CH:18]=[C:19](I)[CH:20]=1)[C:5]([NH:7][CH2:8][C:9]1[C:10](=[O:17])[NH:11][C:12]([CH3:16])=[CH:13][C:14]=1[CH3:15])=[O:6].[CH3:23][N:24]1[CH:28]=[C:27](B2OC(C)(C)C(C)(C)O2)[CH:26]=[N:25]1, predict the reaction product. The product is: [CH3:15][C:14]1[CH:13]=[C:12]([CH3:16])[NH:11][C:10](=[O:17])[C:9]=1[CH2:8][NH:7][C:5](=[O:6])[C:4]1[CH:18]=[C:19]([C:27]2[CH:26]=[N:25][N:24]([CH3:23])[CH:28]=2)[CH:20]=[C:2]([C:28]2[N:24]([CH3:23])[N:25]=[CH:26][CH:27]=2)[C:3]=1[CH3:22]. (4) Given the reactants [Si:1]([O:8][CH2:9][CH:10]([N:13]([CH2:21]N(OC)C)[C:14](=[O:20])[O:15][C:16]([CH3:19])([CH3:18])[CH3:17])[CH:11]=O)([C:4]([CH3:7])([CH3:6])[CH3:5])([CH3:3])[CH3:2].[C:26]1([Mg]Br)[CH:31]=[CH:30][CH:29]=[CH:28][CH:27]=1.C1C[O:37]CC1, predict the reaction product. The product is: [Si:1]([O:8][CH2:9][CH:10]([N:13]([CH:21]=[O:37])[C:14](=[O:20])[O:15][C:16]([CH3:17])([CH3:18])[CH3:19])[CH2:11][C:26]1[CH:31]=[CH:30][CH:29]=[CH:28][CH:27]=1)([C:4]([CH3:5])([CH3:6])[CH3:7])([CH3:2])[CH3:3]. (5) Given the reactants [OH-].[Li+].[Cl:3][C@H:4]1[C@H:8]([CH2:9][CH2:10][CH2:11][C:12]2[S:16][C:15]([C:17]([O:19]C)=[O:18])=[CH:14][CH:13]=2)[C@@H:7](/[CH:21]=[CH:22]/[C@@H:23]([OH:31])[CH2:24][CH2:25][CH2:26][CH2:27][C@H:28]([OH:30])[CH3:29])[C@H:6]([OH:32])[CH2:5]1.Cl, predict the reaction product. The product is: [Cl:3][C@H:4]1[C@H:8]([CH2:9][CH2:10][CH2:11][C:12]2[S:16][C:15]([C:17]([OH:19])=[O:18])=[CH:14][CH:13]=2)[C@@H:7](/[CH:21]=[CH:22]/[C@@H:23]([OH:31])[CH2:24][CH2:25][CH2:26][CH2:27][C@H:28]([OH:30])[CH3:29])[C@H:6]([OH:32])[CH2:5]1. (6) Given the reactants [CH3:1][O:2][C:3](=[O:13])[CH2:4][C:5]1[CH:10]=[C:9]([F:11])[CH:8]=[C:7](Cl)[CH:6]=1.C1(P(C2CCCCC2)C2C=CC=CC=2C2C(OC)=CC=CC=2OC)CCCCC1.P([O-])([O-])([O-])=O.[K+].[K+].[K+].[CH2:51]([C:53]([OH:85])([CH2:83][CH3:84])/[CH:54]=[CH:55]/[C:56]1[CH:61]=[CH:60][C:59]([C:62]([CH2:80][CH3:81])([C:65]2[CH:70]=[CH:69][C:68](B3OC(C)(C)C(C)(C)O3)=[CH:67][CH:66]=2)[CH2:63][CH3:64])=[CH:58][C:57]=1[CH3:82])[CH3:52].C(=O)(O)[O-].[Na+], predict the reaction product. The product is: [CH3:1][O:2][C:3](=[O:13])[CH2:4][C:5]1[CH:6]=[C:7]([C:68]2[CH:67]=[CH:66][C:65]([C:62]([CH2:80][CH3:81])([C:59]3[CH:60]=[CH:61][C:56](/[CH:55]=[CH:54]/[C:53]([CH2:83][CH3:84])([OH:85])[CH2:51][CH3:52])=[C:57]([CH3:82])[CH:58]=3)[CH2:63][CH3:64])=[CH:70][CH:69]=2)[CH:8]=[C:9]([F:11])[CH:10]=1. (7) Given the reactants [CH2:1]([N:8]1[C:12]([CH3:13])=[C:11]([C:14]([OH:16])=O)[N:10]=[CH:9]1)[C:2]1[CH:7]=[CH:6][CH:5]=[CH:4][CH:3]=1.C(N(C(C)C)CC)(C)C.CN([C:29]([O:33][N:34]1N=NC2C=CC=C[C:35]1=2)=[N+](C)C)C.F[P-](F)(F)(F)(F)F.CONC, predict the reaction product. The product is: [CH3:29][O:33][N:34]([CH3:35])[C:14]([C:11]1[N:10]=[CH:9][N:8]([CH2:1][C:2]2[CH:3]=[CH:4][CH:5]=[CH:6][CH:7]=2)[C:12]=1[CH3:13])=[O:16]. (8) Given the reactants [CH2:1]([O:8][C:9]1[C:18]2[C:13](=[C:14](Br)[CH:15]=[C:16]([CH:19]([CH2:21][CH3:22])[CH3:20])[CH:17]=2)[N:12]=[C:11]([CH3:24])[C:10]=1[CH3:25])[C:2]1[CH:7]=[CH:6][CH:5]=[CH:4][CH:3]=1.C([Li])CCC.[CH:31](OC)=[O:32].O, predict the reaction product. The product is: [CH2:1]([O:8][C:9]1[C:18]2[C:13](=[C:14]([CH:31]=[O:32])[CH:15]=[C:16]([CH:19]([CH2:21][CH3:22])[CH3:20])[CH:17]=2)[N:12]=[C:11]([CH3:24])[C:10]=1[CH3:25])[C:2]1[CH:7]=[CH:6][CH:5]=[CH:4][CH:3]=1.